This data is from Reaction yield outcomes from USPTO patents with 853,638 reactions. The task is: Predict the reaction yield, written as a fraction of the theoretical maximum amount of product (1.0 means a 100% yield; for example, 0.34 means a 34% yield). (1) The reactants are [Br:1][CH2:2][C:3]([C:5]1[CH:6]=[CH:7][C:8]2[C:17]3[CH:16]=[C:15]4[CH2:18][CH2:19][CH2:20][C:21](=[O:22])[C:14]4=[CH:13][C:12]=3[O:11][CH2:10][C:9]=2[CH:23]=1)=[O:4].[Br-:24].[Br-].[Br-].[NH+]1C=CC=CC=1.[NH+]1C=CC=CC=1.[NH+]1C=CC=CC=1.ClCCl. The catalyst is CO. The product is [Br:24][CH:20]1[CH2:19][CH2:18][C:15]2=[CH:16][C:17]3[C:8]4[CH:7]=[CH:6][C:5]([C:3](=[O:4])[CH2:2][Br:1])=[CH:23][C:9]=4[CH2:10][O:11][C:12]=3[CH:13]=[C:14]2[C:21]1=[O:22]. The yield is 0.840. (2) The reactants are [CH3:1][O:2][C:3]1[N:8]=[CH:7][N:6]=[C:5]([NH2:9])[CH:4]=1.C[Si]([N-][Si](C)(C)C)(C)C.[Li+].[CH3:20][O:21][C:22]1[CH:27]=[C:26]([C:28]([F:31])([F:30])[F:29])[CH:25]=[CH:24][C:23]=1[C:32]1[C:41]2[C:36](=[CH:37][C:38]([S:42](OC3C(F)=C(F)C(F)=C(F)C=3F)(=[O:44])=[O:43])=[CH:39][CH:40]=2)[CH:35]=[CH:34][N:33]=1. No catalyst specified. The product is [CH3:20][O:21][C:22]1[CH:27]=[C:26]([C:28]([F:29])([F:30])[F:31])[CH:25]=[CH:24][C:23]=1[C:32]1[C:41]2[C:36](=[CH:37][C:38]([S:42]([NH:9][C:5]3[CH:4]=[C:3]([O:2][CH3:1])[N:8]=[CH:7][N:6]=3)(=[O:44])=[O:43])=[CH:39][CH:40]=2)[CH:35]=[CH:34][N:33]=1. The yield is 0.0600. (3) The reactants are [C:1]([O:5][C:6]([N:8]1[C:12]2[CH:13]=[C:14]([CH2:16]OS(C)(=O)=O)[S:15][C:11]=2[C:10]([I:22])=[N:9]1)=[O:7])([CH3:4])([CH3:3])[CH3:2].C(N(CC)CC)C.[NH:30]1[CH2:35][CH2:34][CH2:33][CH2:32][CH2:31]1. The catalyst is ClCCl. The product is [C:1]([O:5][C:6]([N:8]1[C:12]2[CH:13]=[C:14]([CH2:16][N:30]3[CH2:35][CH2:34][CH2:33][CH2:32][CH2:31]3)[S:15][C:11]=2[C:10]([I:22])=[N:9]1)=[O:7])([CH3:4])([CH3:3])[CH3:2]. The yield is 0.530. (4) The reactants are [CH3:1][O:2][C:3]1[CH:8]=[CH:7][C:6]([N:9]2[C:13]3[CH:14]=[C:15]([C:18]4[O:22][C:21]([SH:23])=[N:20][N:19]=4)[CH:16]=[CH:17][C:12]=3[N:11]=[CH:10]2)=[CH:5][CH:4]=1.Cl[CH2:25][C:26]1[CH:27]=[C:28]([CH:32]=[CH:33][CH:34]=1)[C:29]([OH:31])=[O:30]. No catalyst specified. The product is [CH3:1][O:2][C:3]1[CH:8]=[CH:7][C:6]([N:9]2[C:13]3[CH:14]=[C:15]([C:18]4[O:22][C:21]([S:23][CH2:25][C:26]5[CH:27]=[C:28]([CH:32]=[CH:33][CH:34]=5)[C:29]([OH:31])=[O:30])=[N:20][N:19]=4)[CH:16]=[CH:17][C:12]=3[N:11]=[CH:10]2)=[CH:5][CH:4]=1. The yield is 0.310.